From a dataset of Forward reaction prediction with 1.9M reactions from USPTO patents (1976-2016). Predict the product of the given reaction. (1) Given the reactants [Cl:1][C:2]1[CH:3]=[C:4]([C:8]2[N:13]=[C:12]([CH2:14][C:15]3[CH:20]=[CH:19][C:18]([CH2:21][C:22](Cl)=[O:23])=[CH:17][CH:16]=3)[CH:11]=[C:10]([CH2:25][CH3:26])[N:9]=2)[CH:5]=[CH:6][CH:7]=1.[CH2:27]([CH2:29][NH2:30])[OH:28].C(N(C(C)C)CC)(C)C.Cl, predict the reaction product. The product is: [Cl:1][C:2]1[CH:3]=[C:4]([C:8]2[N:13]=[C:12]([CH2:14][C:15]3[CH:16]=[CH:17][C:18]([CH2:21][C:22]([NH:30][CH2:29][CH2:27][OH:28])=[O:23])=[CH:19][CH:20]=3)[CH:11]=[C:10]([CH2:25][CH3:26])[N:9]=2)[CH:5]=[CH:6][CH:7]=1. (2) Given the reactants [C:1]([C:4]1[NH:5][C:6]2[C:11]([CH:12]=1)=[CH:10][CH:9]=[C:8]([O:13][CH2:14][C:15]1[CH:20]=[CH:19][CH:18]=[CH:17][CH:16]=1)[CH:7]=2)(O)=[O:2].C(Cl)(=O)C(Cl)=O.C[N:28](C=O)C.C([O-])(=O)C.[NH4+], predict the reaction product. The product is: [C:1]([C:4]1[NH:5][C:6]2[C:11]([CH:12]=1)=[CH:10][CH:9]=[C:8]([O:13][CH2:14][C:15]1[CH:20]=[CH:19][CH:18]=[CH:17][CH:16]=1)[CH:7]=2)(=[O:2])[NH2:28]. (3) Given the reactants Cl.[CH2:2]([NH:9][OH:10])[C:3]1[CH:8]=[CH:7][CH:6]=[CH:5][CH:4]=1.[CH:11]1([S:16][C:17]2[CH:24]=[CH:23][C:22]([N+:25]([O-:27])=[O:26])=[CH:21][C:18]=2[CH:19]=O)[CH2:15][CH2:14][CH2:13][CH2:12]1, predict the reaction product. The product is: [CH2:2]([N+:9]([O-:10])=[CH:19][C:18]1[CH:21]=[C:22]([N+:25]([O-:27])=[O:26])[CH:23]=[CH:24][C:17]=1[S:16][CH:11]1[CH2:12][CH2:13][CH2:14][CH2:15]1)[C:3]1[CH:8]=[CH:7][CH:6]=[CH:5][CH:4]=1. (4) Given the reactants [N+:1]([C:4]1[CH:9]=[CH:8][C:7]([C:10]2[NH:14][NH:13][C:12](=[O:15])[CH:11]=2)=[CH:6][CH:5]=1)([O-])=O.C(N(CC)CC)C.[C:23](O[C:23]([O:25][C:26]([CH3:29])([CH3:28])[CH3:27])=[O:24])([O:25][C:26]([CH3:29])([CH3:28])[CH3:27])=[O:24].O, predict the reaction product. The product is: [NH2:1][C:4]1[CH:9]=[CH:8][C:7]([C:10]2[N:14]([C:23]([O:25][C:26]([CH3:29])([CH3:28])[CH3:27])=[O:24])[NH:13][C:12](=[O:15])[CH:11]=2)=[CH:6][CH:5]=1. (5) Given the reactants [C:1]([C:5]1[CH:10]=[C:9]([C:11]([CH3:14])([CH3:13])[CH3:12])[CH:8]=[CH:7][C:6]=1[OH:15])([CH3:4])([CH3:3])[CH3:2].[CH3:16][C:17]1[CH:18]=[C:19]([CH:22]=[CH:23][C:24]=1[CH3:25])[CH:20]=O.[CH3:26][NH:27][CH3:28], predict the reaction product. The product is: [C:1]([C:5]1[CH:10]=[C:9]([C:11]([CH3:14])([CH3:13])[CH3:12])[CH:8]=[C:7]([CH:20]([N:27]([CH3:28])[CH3:26])[C:19]2[CH:22]=[CH:23][C:24]([CH3:25])=[C:17]([CH3:16])[CH:18]=2)[C:6]=1[OH:15])([CH3:4])([CH3:3])[CH3:2]. (6) Given the reactants C(O)(C(F)(F)F)=O.[CH3:8][O:9][C:10]([NH:12][CH2:13][C@H:14]1[O:19][CH2:18][CH2:17][N:16](C(OC(C)(C)C)=O)[CH2:15]1)=[O:11], predict the reaction product. The product is: [CH3:8][O:9][C:10](=[O:11])[NH:12][CH2:13][C@H:14]1[O:19][CH2:18][CH2:17][NH:16][CH2:15]1. (7) Given the reactants [CH3:1][S:2]([C:5]1[CH:10]=[CH:9][C:8]([NH:11][CH:12]2[CH2:17][CH2:16][N:15]([C:18](=O)[CH2:19][CH2:20][CH2:21][N:22]3[CH2:27][CH2:26][N:25]([C:28]4[CH:33]=[CH:32][C:31]([C:34]([F:37])([F:36])[F:35])=[CH:30][CH:29]=4)[CH2:24][CH2:23]3)[CH2:14][CH2:13]2)=[CH:7][C:6]=1[C:39]([F:42])([F:41])[F:40])(=[O:4])=[O:3].COC1C=CC(P2(SP(C3C=CC(OC)=CC=3)(=S)S2)=[S:52])=CC=1, predict the reaction product. The product is: [CH3:1][S:2]([C:5]1[CH:10]=[CH:9][C:8]([NH:11][CH:12]2[CH2:17][CH2:16][N:15]([C:18](=[S:52])[CH2:19][CH2:20][CH2:21][N:22]3[CH2:27][CH2:26][N:25]([C:28]4[CH:33]=[CH:32][C:31]([C:34]([F:37])([F:36])[F:35])=[CH:30][CH:29]=4)[CH2:24][CH2:23]3)[CH2:14][CH2:13]2)=[CH:7][C:6]=1[C:39]([F:42])([F:41])[F:40])(=[O:4])=[O:3]. (8) Given the reactants C([O:8][C:9]1[CH:18]=[C:17]2[C:12]([C:13]([NH:19][C:20]3[CH:25]=[C:24]([O:26][CH3:27])[CH:23]=[CH:22][C:21]=3[Cl:28])=[N:14][CH:15]=[N:16]2)=[C:11]([O:29][CH:30]2[CH2:34][CH2:33][O:32][CH2:31]2)[CH:10]=1)C1C=CC=CC=1.FC(F)(F)C(O)=O.N, predict the reaction product. The product is: [Cl:28][C:21]1[CH:22]=[CH:23][C:24]([O:26][CH3:27])=[CH:25][C:20]=1[NH:19][C:13]1[C:12]2[C:17](=[CH:18][C:9]([OH:8])=[CH:10][C:11]=2[O:29][CH:30]2[CH2:34][CH2:33][O:32][CH2:31]2)[N:16]=[CH:15][N:14]=1. (9) Given the reactants Br[C:2]1[N:3]=[C:4]2[C:10]([C:11]([NH:13][C:14]([CH3:17])([CH3:16])[CH3:15])=[O:12])=[CH:9][N:8]([CH2:18][O:19][CH2:20][CH2:21][Si:22]([CH3:25])([CH3:24])[CH3:23])[C:5]2=[N:6][CH:7]=1.[CH3:26][N:27]1[C:35]2[CH2:34][CH2:33][CH2:32][CH2:31][C:30]=2[C:29]([Sn](CCCC)(CCCC)CCCC)=[N:28]1, predict the reaction product. The product is: [C:14]([NH:13][C:11]([C:10]1[C:4]2[C:5](=[N:6][CH:7]=[C:2]([C:29]3[C:30]4[CH2:31][CH2:32][CH2:33][CH2:34][C:35]=4[N:27]([CH3:26])[N:28]=3)[N:3]=2)[N:8]([CH2:18][O:19][CH2:20][CH2:21][Si:22]([CH3:25])([CH3:24])[CH3:23])[CH:9]=1)=[O:12])([CH3:17])([CH3:16])[CH3:15]. (10) The product is: [CH2:1]([O:8][CH2:12][C:13]([OH:15])=[O:14])[C:2]1[CH:7]=[CH:6][CH:5]=[CH:4][CH:3]=1. Given the reactants [CH2:1]([OH:8])[C:2]1[CH:7]=[CH:6][CH:5]=[CH:4][CH:3]=1.[H-].[Na+].Br[CH2:12][C:13]([OH:15])=[O:14].O, predict the reaction product.